Dataset: NCI-60 drug combinations with 297,098 pairs across 59 cell lines. Task: Regression. Given two drug SMILES strings and cell line genomic features, predict the synergy score measuring deviation from expected non-interaction effect. (1) Drug 1: COC1=NC(=NC2=C1N=CN2C3C(C(C(O3)CO)O)O)N. Drug 2: C1C(C(OC1N2C=NC(=NC2=O)N)CO)O. Cell line: IGROV1. Synergy scores: CSS=-5.89, Synergy_ZIP=1.23, Synergy_Bliss=-1.37, Synergy_Loewe=-5.51, Synergy_HSA=-5.15. (2) Drug 1: CCCCCOC(=O)NC1=NC(=O)N(C=C1F)C2C(C(C(O2)C)O)O. Drug 2: C1=CN(C=N1)CC(O)(P(=O)(O)O)P(=O)(O)O. Cell line: BT-549. Synergy scores: CSS=-1.45, Synergy_ZIP=0.325, Synergy_Bliss=-1.31, Synergy_Loewe=-2.54, Synergy_HSA=-2.59. (3) Drug 1: CC1=CC=C(C=C1)C2=CC(=NN2C3=CC=C(C=C3)S(=O)(=O)N)C(F)(F)F. Drug 2: CC(C)(C#N)C1=CC(=CC(=C1)CN2C=NC=N2)C(C)(C)C#N. Cell line: MDA-MB-435. Synergy scores: CSS=-4.78, Synergy_ZIP=3.48, Synergy_Bliss=3.67, Synergy_Loewe=-4.47, Synergy_HSA=-2.77. (4) Synergy scores: CSS=23.4, Synergy_ZIP=-7.43, Synergy_Bliss=-14.8, Synergy_Loewe=-27.0, Synergy_HSA=-14.4. Drug 1: C1CCC(CC1)NC(=O)N(CCCl)N=O. Cell line: MOLT-4. Drug 2: C(CC(=O)O)C(=O)CN.Cl. (5) Drug 1: CC1CCC2CC(C(=CC=CC=CC(CC(C(=O)C(C(C(=CC(C(=O)CC(OC(=O)C3CCCCN3C(=O)C(=O)C1(O2)O)C(C)CC4CCC(C(C4)OC)OCCO)C)C)O)OC)C)C)C)OC. Drug 2: C1CNP(=O)(OC1)N(CCCl)CCCl. Cell line: U251. Synergy scores: CSS=6.44, Synergy_ZIP=1.41, Synergy_Bliss=3.48, Synergy_Loewe=7.03, Synergy_HSA=3.90. (6) Drug 2: C1CN(P(=O)(OC1)NCCCl)CCCl. Synergy scores: CSS=4.10, Synergy_ZIP=2.21, Synergy_Bliss=8.01, Synergy_Loewe=1.96, Synergy_HSA=2.43. Drug 1: CC1CCC2CC(C(=CC=CC=CC(CC(C(=O)C(C(C(=CC(C(=O)CC(OC(=O)C3CCCCN3C(=O)C(=O)C1(O2)O)C(C)CC4CCC(C(C4)OC)OCCO)C)C)O)OC)C)C)C)OC. Cell line: HCT116.